This data is from Full USPTO retrosynthesis dataset with 1.9M reactions from patents (1976-2016). The task is: Predict the reactants needed to synthesize the given product. (1) Given the product [F:45][C:36]1[C:37]([C:41]([O:43][CH3:44])=[O:42])=[N:38][CH:39]=[CH:40][C:2]=1[S:1][C:4]1[S:8][C:7]([NH:9][C:10]2[CH:11]=[CH:12][C:13]([CH2:16][OH:17])=[CH:14][N:15]=2)=[N:6][CH:5]=1, predict the reactants needed to synthesize it. The reactants are: [S:1]([C:4]1[S:8][C:7]([NH:9][C:10]2[N:15]=[CH:14][C:13]([CH2:16][OH:17])=[CH:12][CH:11]=2)=[N:6][CH:5]=1)[C:2]#N.SC[C@H]([C@@H](CS)O)O.[O-]P([O-])([O-])=O.[K+].[K+].[K+].ClC1[CH:40]=[CH:39][N:38]=[C:37]([C:41]([O:43][CH3:44])=[O:42])[C:36]=1[F:45]. (2) Given the product [CH3:1][C:2]1[CH:6]=[CH:5][O:4][C:3]=1[C:7]([NH:9][C:10]1[CH:11]=[C:12]([CH:26]=[CH:27][CH:28]=1)[O:13][C:14]1[CH:19]=[CH:18][N:17]=[C:16]2[CH:20]=[C:21]([C:23]([O:25][CH2:30][CH2:31][CH2:32][OH:33])=[O:24])[S:22][C:15]=12)=[O:8], predict the reactants needed to synthesize it. The reactants are: [CH3:1][C:2]1[CH:6]=[CH:5][O:4][C:3]=1[C:7]([NH:9][C:10]1[CH:11]=[C:12]([CH:26]=[CH:27][CH:28]=1)[O:13][C:14]1[CH:19]=[CH:18][N:17]=[C:16]2[CH:20]=[C:21]([C:23]([OH:25])=[O:24])[S:22][C:15]=12)=[O:8].Br[CH2:30][CH2:31][CH2:32][OH:33].C(=O)([O-])[O-].[K+].[K+].O.